This data is from Full USPTO retrosynthesis dataset with 1.9M reactions from patents (1976-2016). The task is: Predict the reactants needed to synthesize the given product. Given the product [OH:10][CH2:11][CH:12]1[CH2:17][CH2:16][N:15]([C:2]2[CH:9]=[CH:8][C:5]([CH:6]=[O:7])=[CH:4][CH:3]=2)[CH2:14][CH2:13]1, predict the reactants needed to synthesize it. The reactants are: F[C:2]1[CH:9]=[CH:8][C:5]([CH:6]=[O:7])=[CH:4][CH:3]=1.[OH:10][CH2:11][CH:12]1[CH2:17][CH2:16][NH:15][CH2:14][CH2:13]1.C(=O)([O-])[O-].[Cs+].[Cs+].O.